From a dataset of CYP2D6 inhibition data for predicting drug metabolism from PubChem BioAssay. Regression/Classification. Given a drug SMILES string, predict its absorption, distribution, metabolism, or excretion properties. Task type varies by dataset: regression for continuous measurements (e.g., permeability, clearance, half-life) or binary classification for categorical outcomes (e.g., BBB penetration, CYP inhibition). Dataset: cyp2d6_veith. (1) The molecule is CCOC(=O)c1c(C)oc2c1cc(O)c1ccccc12. The result is 0 (non-inhibitor). (2) The compound is COc1ccc(NC(=O)c2ccc(C(=O)c3cc(OC)ccc3OC)cc2)cc1. The result is 0 (non-inhibitor). (3) The molecule is CCOC(=O)/C(C#N)=C\N(C)C. The result is 0 (non-inhibitor). (4) The molecule is COc1ccc(-n2c(=O)c(-c3ccc(F)cc3)nc3cncnc32)cc1. The result is 0 (non-inhibitor). (5) The compound is N#Cc1ccc(CN2CC3(CCN(C(=O)c4cccc(F)c4)CC3)C2)cc1. The result is 0 (non-inhibitor). (6) The molecule is COc1ccc(N2CCN(Cc3nc4c(c(=O)[nH]c(=O)n4C)n3CCCc3ccccc3)CC2)cc1. The result is 0 (non-inhibitor).